From a dataset of Forward reaction prediction with 1.9M reactions from USPTO patents (1976-2016). Predict the product of the given reaction. (1) The product is: [F:16][C:14]1[CH:13]=[CH:12][C:11]([N+:17]([O-:19])=[O:18])=[C:10]([C:7]([CH3:9])([CH3:8])[CH2:6][C:5]([OH:24])([C:20]([F:22])([F:23])[F:21])[C:4]([OH:25])=[O:3])[CH:15]=1. Given the reactants C([O:3][C:4](=[O:25])[C:5]([OH:24])([C:20]([F:23])([F:22])[F:21])[CH2:6][C:7]([C:10]1[CH:15]=[C:14]([F:16])[CH:13]=[CH:12][C:11]=1[N+:17]([O-:19])=[O:18])([CH3:9])[CH3:8])C, predict the reaction product. (2) Given the reactants [Br:1][C:2]1[CH:8]=[CH:7][C:5]([NH2:6])=[CH:4][CH:3]=1.[CH3:9][C:10](=O)[CH2:11][CH2:12][C:13](=O)[CH3:14].C(O)(=O)C, predict the reaction product. The product is: [Br:1][C:2]1[CH:8]=[CH:7][C:5]([N:6]2[C:13]([CH3:14])=[CH:12][CH:11]=[C:10]2[CH3:9])=[CH:4][CH:3]=1. (3) The product is: [F:1][C:2](=[CH2:6])[C:3]([O:10][CH2:9][C:8]([Cl:12])([Cl:11])[Cl:7])=[O:4]. Given the reactants [F:1][C:2](=[CH2:6])[C:3](Cl)=[O:4].[Cl:7][C:8]([Cl:12])([Cl:11])[CH2:9][OH:10].C(N(CC)CC)C, predict the reaction product. (4) Given the reactants [CH3:1][O:2][C:3]1[C:8]([OH:9])=[CH:7][CH:6]=[C:5](/[CH:10]=[CH:11]/[C:12]([CH2:14][C:15](/[CH:17]=[CH:18]/[C:19]2[CH:27]=[C:24]([O:25][CH3:26])[C:22]([OH:23])=[CH:21][CH:20]=2)=[O:16])=[O:13])[CH:4]=1.CCCCCCCCCCCC(OC[C@@H](OC(CCCCCCCCCCC)=O)COP(OCC[N+](C)(C)C)([O-])=O)=O, predict the reaction product. The product is: [CH3:26][O:25][C:24]1[C:22]([OH:23])=[CH:21][CH:20]=[C:19](/[CH:18]=[CH:17]/[C:15]([CH2:14][C:12](/[CH:11]=[CH:10]/[C:5]2[CH:4]=[C:3]([O:2][CH3:1])[C:8]([OH:9])=[CH:7][CH:6]=2)=[O:13])=[O:16])[CH:27]=1.